This data is from Retrosynthesis with 50K atom-mapped reactions and 10 reaction types from USPTO. The task is: Predict the reactants needed to synthesize the given product. (1) Given the product CCCCCCOc1ccc2c(c1)C=C(C=O)CO2, predict the reactants needed to synthesize it. The reactants are: CCCCCCBr.O=CC1=Cc2cc(O)ccc2OC1. (2) Given the product Cc1ccc(-c2cn(S(=O)(=O)c3ccc(C)cc3)nc2OCc2ccccc2)cc1, predict the reactants needed to synthesize it. The reactants are: Cc1ccc(B(O)O)cc1.Cc1ccc(S(=O)(=O)n2cc(I)c(OCc3ccccc3)n2)cc1. (3) Given the product Cc1ccc(CN2CCN(c3ncnc4ccc(-c5ccn(C(c6ccccc6)(c6ccccc6)c6ccccc6)n5)cc34)CC2)cc1, predict the reactants needed to synthesize it. The reactants are: Cc1ccc(CCl)cc1.c1ccc(C(c2ccccc2)(c2ccccc2)n2ccc(-c3ccc4ncnc(N5CCNCC5)c4c3)n2)cc1. (4) Given the product Clc1ncnc2cc(CBr)ccc12, predict the reactants needed to synthesize it. The reactants are: Cc1ccc2c(Cl)ncnc2c1.O=C1CCC(=O)N1Br. (5) Given the product COc1cccc(F)c1C=O, predict the reactants needed to synthesize it. The reactants are: CN(C)C=O.COc1cccc(F)c1. (6) Given the product O=S(=O)(c1ccc(F)cc1)N1CCc2ccc(OCCCN3CCCCC3)cc2C1, predict the reactants needed to synthesize it. The reactants are: O=S(=O)(Cl)c1ccc(F)cc1.c1cc2c(cc1OCCCN1CCCCC1)CNCC2. (7) Given the product CC(=O)OC1C(O[Si](c2ccccc2)(c2ccccc2)C(C)(C)C)C(C=O)OC1n1ccc(=O)[nH]c1=O, predict the reactants needed to synthesize it. The reactants are: CC(=O)OC1C(O[Si](c2ccccc2)(c2ccccc2)C(C)(C)C)C(CO)OC1n1ccc(=O)[nH]c1=O. (8) Given the product O=C1c2ccccc2C(=O)N1C[C@H]1CO1, predict the reactants needed to synthesize it. The reactants are: O=C1NC(=O)c2ccccc21.OC[C@H]1CO1. (9) Given the product NC(CSCC(=O)O)C(=O)O, predict the reactants needed to synthesize it. The reactants are: NC(CS)C(=O)O.O=C(O)CCl. (10) Given the product CCCCCOc1ccc(NC(=O)C23CCC(NCC(=O)N4C[C@@H](F)C[C@H]4C#N)(CC2)CC3)cc1, predict the reactants needed to synthesize it. The reactants are: CCCCCOc1ccc(N)cc1.N#C[C@@H]1C[C@H](F)CN1C(=O)CNC12CCC(C(=O)O)(CC1)CC2.